This data is from Peptide-MHC class II binding affinity with 134,281 pairs from IEDB. The task is: Regression. Given a peptide amino acid sequence and an MHC pseudo amino acid sequence, predict their binding affinity value. This is MHC class II binding data. (1) The peptide sequence is ESYKFIPALEAAVKQAYAAT. The MHC is DRB1_0101 with pseudo-sequence DRB1_0101. The binding affinity (normalized) is 0.972. (2) The peptide sequence is AFKVAATAANAAPAS. The MHC is DRB1_0901 with pseudo-sequence DRB1_0901. The binding affinity (normalized) is 0.823. (3) The peptide sequence is KTFEREYPTIKQKKPHHHHHH. The MHC is DRB1_0801 with pseudo-sequence DRB1_0801. The binding affinity (normalized) is 0.499. (4) The peptide sequence is AIAGAWENGVCGIRS. The MHC is DRB1_0301 with pseudo-sequence DRB1_0301. The binding affinity (normalized) is 0. (5) The peptide sequence is LRAEQASQEVKNWMTETL. The MHC is DRB3_0101 with pseudo-sequence DRB3_0101. The binding affinity (normalized) is 0.0346. (6) The binding affinity (normalized) is 0.523. The MHC is DRB1_0701 with pseudo-sequence DRB1_0701. The peptide sequence is EKALWIIFSQNMNIK. (7) The peptide sequence is RRVFHGVAKNPVVDG. The MHC is DRB4_0103 with pseudo-sequence DRB4_0103. The binding affinity (normalized) is 0.674. (8) The MHC is DRB1_1101 with pseudo-sequence DRB1_1101. The binding affinity (normalized) is 0.544. The peptide sequence is SAGELELQFRRVKCK. (9) The peptide sequence is GAQLGELYYAIYKAS. The MHC is HLA-DQA10501-DQB10301 with pseudo-sequence HLA-DQA10501-DQB10301. The binding affinity (normalized) is 0.431. (10) The peptide sequence is HCNEMSWIQSIPFVH. The MHC is HLA-DQA10501-DQB10301 with pseudo-sequence HLA-DQA10501-DQB10301. The binding affinity (normalized) is 0.336.